Dataset: Forward reaction prediction with 1.9M reactions from USPTO patents (1976-2016). Task: Predict the product of the given reaction. (1) Given the reactants [NH2:1][C:2]1[CH:7]=[CH:6][C:5]([NH:8][C:9]2[N:14]=[CH:13][C:12]([CH2:15][C:16]([NH2:18])=[O:17])=[C:11]([NH:19][CH2:20][C:21]3[CH:26]=[CH:25][CH:24]=[CH:23][CH:22]=3)[CH:10]=2)=[CH:4][CH:3]=1.C(N(CC)CC)C.[CH2:34]([N:36]([CH2:40][CH3:41])[C:37](Cl)=[O:38])[CH3:35].O, predict the reaction product. The product is: [CH2:20]([NH:19][C:11]1[CH:10]=[C:9]([NH:8][C:5]2[CH:4]=[CH:3][C:2]([NH:1][C:37](=[O:38])[N:36]([CH2:40][CH3:41])[CH2:34][CH3:35])=[CH:7][CH:6]=2)[N:14]=[CH:13][C:12]=1[CH2:15][C:16]([NH2:18])=[O:17])[C:21]1[CH:22]=[CH:23][CH:24]=[CH:25][CH:26]=1. (2) Given the reactants O1C2C=CC=CC=2N=C1.NC1C=CC=CC=1.C(OC(=O)[NH:23][C@@H:24]1[CH2:28][CH2:27][N:26]([S:29]([C:32]2[C:40]3[O:39]C(C(C)(C)C)=[N:37][C:36]=3[CH:35]=[CH:34][C:33]=2[Cl:45])(=[O:31])=[O:30])[CH2:25]1)(C)(C)C.OS(O)(=O)=O, predict the reaction product. The product is: [NH2:37][C:36]1[C:40]([OH:39])=[C:32]([S:29]([N:26]2[CH2:27][CH2:28][C@@H:24]([NH2:23])[CH2:25]2)(=[O:31])=[O:30])[C:33]([Cl:45])=[CH:34][CH:35]=1. (3) Given the reactants [NH2:1][C:2]1[N:3]=[C:4]2[CH:9]=[CH:8][C:7]([O:10][C:11]3[CH:12]=[C:13]([NH:17][C:18](=[O:30])[C:19]4[CH:24]=[CH:23][CH:22]=[C:21]([C:25]5([C:28]#[N:29])[CH2:27][CH2:26]5)[CH:20]=4)[CH:14]=[CH:15][CH:16]=3)=[N:6][N:5]2[CH:31]=1.[N:32]1[CH:37]=[CH:36][CH:35]=[CH:34][C:33]=1[C:38](O)=[O:39].C(Cl)(=O)C(Cl)=O.O1CCCC1, predict the reaction product. The product is: [C:28]([C:25]1([C:21]2[CH:20]=[C:19]([CH:24]=[CH:23][CH:22]=2)[C:18]([NH:17][C:13]2[CH:12]=[C:11]([CH:16]=[CH:15][CH:14]=2)[O:10][C:7]2[CH:8]=[CH:9][C:4]3[N:5]([CH:31]=[C:2]([NH:1][C:38]([C:33]4[CH:34]=[CH:35][CH:36]=[CH:37][N:32]=4)=[O:39])[N:3]=3)[N:6]=2)=[O:30])[CH2:27][CH2:26]1)#[N:29].